Predict the reaction yield, written as a fraction of the theoretical maximum amount of product (1.0 means a 100% yield; for example, 0.34 means a 34% yield). From a dataset of Reaction yield outcomes from USPTO patents with 853,638 reactions. The catalyst is C(OCC)(=O)C.CO.[Pd]. The product is [CH3:1][O:2][C:3](=[O:20])[CH:4]([CH2:9][C:10]1[CH:11]=[C:12]2[C:16](=[C:17]([CH3:19])[CH:18]=1)[NH:15][N:14]=[CH:13]2)[CH2:5][C:6]([OH:8])=[O:7]. The yield is 1.00. The reactants are [CH3:1][O:2][C:3](=[O:20])[C:4](=[CH:9][C:10]1[CH:11]=[C:12]2[C:16](=[C:17]([CH3:19])[CH:18]=1)[NH:15][N:14]=[CH:13]2)[CH2:5][C:6]([OH:8])=[O:7].